Dataset: Catalyst prediction with 721,799 reactions and 888 catalyst types from USPTO. Task: Predict which catalyst facilitates the given reaction. (1) Reactant: Cl.[N+:2]([C:5]1[CH:6]=[C:7]([CH2:11][CH2:12][NH2:13])[CH:8]=[CH:9][CH:10]=1)([O-:4])=[O:3].[Cl:14][C:15]1[N:20]=[C:19]([NH:21][C:22]2[CH:23]=[CH:24][C:25]3[O:30][C:29]([CH3:34])([C:31](O)=[O:32])[C:28](=[O:35])[NH:27][C:26]=3[CH:36]=2)[C:18]([F:37])=[CH:17][N:16]=1.C(N(C(C)C)C(C)C)C. Product: [Cl:14][C:15]1[N:20]=[C:19]([NH:21][C:22]2[CH:23]=[CH:24][C:25]3[O:30][C:29]([CH3:34])([C:31]([NH:13][CH2:12][CH2:11][C:7]4[CH:8]=[CH:9][CH:10]=[C:5]([N+:2]([O-:4])=[O:3])[CH:6]=4)=[O:32])[C:28](=[O:35])[NH:27][C:26]=3[CH:36]=2)[C:18]([F:37])=[CH:17][N:16]=1. The catalyst class is: 39. (2) Reactant: C([SiH](CC)CC)C.B(F)(F)F.CCOCC.[CH3:17][O:18][C:19](=[O:51])[C:20]([CH3:50])([O:43][C:44]1[CH:49]=[CH:48][CH:47]=[CH:46][CH:45]=1)[CH2:21][C:22]1[S:23][C:24]([CH:27](O)[CH2:28][CH2:29][C:30]2[N:31]=[C:32]([C:36]3[CH:41]=[CH:40][CH:39]=[CH:38][CH:37]=3)[O:33][C:34]=2[CH3:35])=[CH:25][CH:26]=1.B(F)(F)F. Product: [CH3:17][O:18][C:19](=[O:51])[C:20]([CH3:50])([O:43][C:44]1[CH:45]=[CH:46][CH:47]=[CH:48][CH:49]=1)[CH2:21][C:22]1[S:23][C:24]([CH2:27][CH2:28][CH2:29][C:30]2[N:31]=[C:32]([C:36]3[CH:37]=[CH:38][CH:39]=[CH:40][CH:41]=3)[O:33][C:34]=2[CH3:35])=[CH:25][CH:26]=1. The catalyst class is: 2.